This data is from Forward reaction prediction with 1.9M reactions from USPTO patents (1976-2016). The task is: Predict the product of the given reaction. (1) Given the reactants [Cl:1][C:2]1[N:7]=[C:6](Cl)[C:5]([C:9]([O:11][CH2:12][CH3:13])=[O:10])=[CH:4][N:3]=1.[F:14][C:15]1[CH:16]=[C:17]([NH2:26])[CH:18]=[CH:19][C:20]=1[N:21]1[CH:25]=[CH:24][N:23]=[CH:22]1.CCN(C(C)C)C(C)C.O, predict the reaction product. The product is: [Cl:1][C:2]1[N:7]=[C:6]([NH:26][C:17]2[CH:18]=[CH:19][C:20]([N:21]3[CH:25]=[CH:24][N:23]=[CH:22]3)=[C:15]([F:14])[CH:16]=2)[C:5]([C:9]([O:11][CH2:12][CH3:13])=[O:10])=[CH:4][N:3]=1. (2) Given the reactants [NH:1]1[CH:5]=[CH:4][N:3]=[C:2]1[C:6]1[N:10]([C:11]2[CH:12]=[N:13][C:14]([O:17][CH3:18])=[CH:15][CH:16]=2)[N:9]=[C:8]([C:19]([OH:21])=O)[CH:7]=1.Cl.[CH3:23][O:24][CH:25]1[CH2:30][CH2:29][NH:28][CH2:27][CH2:26]1, predict the reaction product. The product is: [NH:3]1[CH:4]=[CH:5][N:1]=[C:2]1[C:6]1[N:10]([C:11]2[CH:12]=[N:13][C:14]([O:17][CH3:18])=[CH:15][CH:16]=2)[N:9]=[C:8]([C:19]([N:28]2[CH2:29][CH2:30][CH:25]([O:24][CH3:23])[CH2:26][CH2:27]2)=[O:21])[CH:7]=1. (3) Given the reactants [CH:1]1([CH:7]([C:9]2[C:10]([CH2:24][CH2:25][C:26]3[CH:31]=[CH:30][CH:29]=[CH:28][CH:27]=3)=[N:11][N:12]([C:14]3[CH:19]=[CH:18][C:17]([C:20]([F:23])([F:22])[F:21])=[CH:16][N:15]=3)[CH:13]=2)O)[CH2:6][CH2:5][CH2:4][CH2:3][CH2:2]1.[NH2:32][C:33]1[CH:38]=[CH:37][C:36]([C:39]([NH:41][CH2:42][CH2:43][C:44]([O:46]CC)=[O:45])=[O:40])=[CH:35][CH:34]=1, predict the reaction product. The product is: [CH:1]1([CH:7]([NH:32][C:33]2[CH:34]=[CH:35][C:36]([C:39]([NH:41][CH2:42][CH2:43][C:44]([OH:46])=[O:45])=[O:40])=[CH:37][CH:38]=2)[C:9]2[C:10]([CH2:24][CH2:25][C:26]3[CH:31]=[CH:30][CH:29]=[CH:28][CH:27]=3)=[N:11][N:12]([C:14]3[CH:19]=[CH:18][C:17]([C:20]([F:22])([F:21])[F:23])=[CH:16][N:15]=3)[CH:13]=2)[CH2:6][CH2:5][CH2:4][CH2:3][CH2:2]1. (4) Given the reactants Cl[C:2](Cl)([O:4]C(=O)OC(Cl)(Cl)Cl)Cl.[Br:13][C:14]1[CH:20]=[C:19]([Cl:21])[CH:18]=[CH:17][C:15]=1[NH2:16].C(N(CC)C(C)C)(C)C.[C:31]([N:38]1[CH2:43][CH2:42][NH:41][CH2:40][CH2:39]1)([O:33][C:34]([CH3:37])([CH3:36])[CH3:35])=[O:32], predict the reaction product. The product is: [C:31]([N:38]1[CH2:39][CH2:40][N:41]([C:2]([NH:16][C:15]2[CH:17]=[CH:18][C:19]([Cl:21])=[CH:20][C:14]=2[Br:13])=[O:4])[CH2:42][CH2:43]1)([O:33][C:34]([CH3:37])([CH3:36])[CH3:35])=[O:32]. (5) Given the reactants [CH2:1]1[N:6]([CH2:7][CH2:8][CH2:9][CH2:10][O:11][C:12]2[CH:17]=[CH:16][C:15]3[CH:18]=[CH:19][C:20]([NH:22][C:14]=3[CH:13]=2)=[O:21])[CH2:5][CH2:4][N:3]([C:23]2[CH:28]=[CH:27][CH:26]=[C:25]([Cl:29])[C:24]=2[Cl:30])[CH2:2]1.CC(C)([O-])C.[K+].CC1CCCO1.Cl[C:44]([O:46][CH2:47][CH2:48][CH2:49][CH2:50][CH2:51][CH3:52])=[O:45], predict the reaction product. The product is: [C:44](=[O:45])([O:46][CH2:47][CH2:48][CH2:49][CH2:50][CH2:51][CH3:52])[O:21][C:20]1[CH:19]=[CH:18][C:15]2[C:14](=[CH:13][C:12]([O:11][CH2:10][CH2:9][CH2:8][CH2:7][N:6]3[CH2:5][CH2:4][N:3]([C:23]4[CH:28]=[CH:27][CH:26]=[C:25]([Cl:29])[C:24]=4[Cl:30])[CH2:2][CH2:1]3)=[CH:17][CH:16]=2)[N:22]=1.